This data is from Forward reaction prediction with 1.9M reactions from USPTO patents (1976-2016). The task is: Predict the product of the given reaction. (1) Given the reactants [I:1][C:2]1[CH:7]=[CH:6][C:5]([NH2:8])=[CH:4][CH:3]=1.[Li+].C[Si]([N-][Si](C)(C)C)(C)C.[CH2:19]([O:22][C:23]1[CH:28]=[C:27]([F:29])[C:26]([F:30])=[C:25](F)[C:24]=1[N+:32]([O-:34])=[O:33])[CH:20]=[CH2:21], predict the reaction product. The product is: [CH2:19]([O:22][C:23]1[C:24]([N+:32]([O-:34])=[O:33])=[C:25]([NH:8][C:5]2[CH:6]=[CH:7][C:2]([I:1])=[CH:3][CH:4]=2)[C:26]([F:30])=[C:27]([F:29])[CH:28]=1)[CH:20]=[CH2:21]. (2) Given the reactants [Cl:1][C:2]1[N:3]=[CH:4][NH:5][C:6]=1[Cl:7].[OH-].[K+].[Br:10][CH2:11][CH3:12].[K+].[Br-].BrCC[C:18]1[C:27]2[C:22](=[CH:23][CH:24]=[CH:25][CH:26]=2)[CH:21]=[CH:20][CH:19]=1, predict the reaction product. The product is: [Br-:10].[CH2:26]([N+:3]1[C:2]([Cl:1])=[C:6]([Cl:7])[N:5]([C:26]2[C:27]3[C:22](=[CH:21][CH:20]=[CH:19][CH:18]=3)[CH:23]=[CH:24][C:25]=2[CH2:11][CH3:12])[CH:4]=1)[CH2:27][CH2:18][CH2:19][CH2:20][CH2:21][CH3:22]. (3) The product is: [ClH:1].[CH3:2][O:3][C:4]1[CH:5]=[C:6]2[C:9](=[CH:10][C:11]=1[O:12][CH3:13])[C@@H:8]([CH2:14][N:15]([CH2:16][CH2:17][C:18]([N:20]1[CH2:21][CH2:22][C:23]3[CH:30]=[C:29]([O:31][CH3:32])[C:28]([O:33][CH3:34])=[CH:27][C:24]=3[CH2:25][CH2:26]1)=[O:19])[CH2:37][CH2:36][OH:35])[CH2:7]2. Given the reactants [ClH:1].[CH3:2][O:3][C:4]1[CH:5]=[C:6]2[C:9](=[CH:10][C:11]=1[O:12][CH3:13])[C@@H:8]([CH2:14][NH:15][CH2:16][CH2:17][C:18]([N:20]1[CH2:26][CH2:25][C:24]3[CH:27]=[C:28]([O:33][CH3:34])[C:29]([O:31][CH3:32])=[CH:30][C:23]=3[CH2:22][CH2:21]1)=[O:19])[CH2:7]2.[O:35]1CC(O)O[CH2:37][CH:36]1O.C(O[BH-](OC(=O)C)OC(=O)C)(=O)C.[Na+].[OH-].[Na+], predict the reaction product. (4) Given the reactants [CH:1]1([N:4]2[C:8]([N:9]3[CH2:15][CH2:14][CH2:13][C@@H:12]([NH:16][C:17](=[O:22])[C:18]([F:21])([F:20])[F:19])[CH2:11][CH2:10]3)=[C:7]([N+:23]([O-])=O)[CH:6]=[N:5]2)[CH2:3][CH2:2]1.C([O-])=O.[NH4+].[Br:30][C:31]1[S:32][C:33]([NH:39][C:40]([O:42][C:43]([CH3:46])([CH3:45])[CH3:44])=[O:41])=[C:34]([C:36](O)=[O:37])[N:35]=1.C1CN([P+](ON2N=NC3C=CC=CC2=3)(N2CCCC2)N2CCCC2)CC1.F[P-](F)(F)(F)(F)F.CCN(C(C)C)C(C)C, predict the reaction product. The product is: [Br:30][C:31]1[S:32][C:33]([NH:39][C:40](=[O:41])[O:42][C:43]([CH3:45])([CH3:44])[CH3:46])=[C:34]([C:36](=[O:37])[NH:23][C:7]2[CH:6]=[N:5][N:4]([CH:1]3[CH2:3][CH2:2]3)[C:8]=2[N:9]2[CH2:15][CH2:14][CH2:13][C@@H:12]([NH:16][C:17](=[O:22])[C:18]([F:21])([F:20])[F:19])[CH2:11][CH2:10]2)[N:35]=1. (5) Given the reactants [NH2:1][C:2]1[CH:7]=[C:6]([CH2:8][N:9]2[C:14]3[CH:15]=[CH:16][CH:17]=[CH:18][C:13]=3[C:12](=[O:19])[O:11][C:10]2=[O:20])[CH:5]=[CH:4][N:3]=1.[CH:21]1([C:24](Cl)=[O:25])[CH2:23][CH2:22]1, predict the reaction product. The product is: [O:20]=[C:10]1[N:9]([CH2:8][C:6]2[CH:5]=[CH:4][N:3]=[C:2]([NH:1][C:24]([CH:21]3[CH2:23][CH2:22]3)=[O:25])[CH:7]=2)[C:14]2[CH:15]=[CH:16][CH:17]=[CH:18][C:13]=2[C:12](=[O:19])[O:11]1. (6) Given the reactants [CH3:1][I:2].[CH3:3][C:4]([NH:14][C:15](=[O:24])[O:16][CH2:17][C:18]1[CH:23]=[CH:22][CH:21]=[CH:20][CH:19]=1)([CH2:6][CH2:7][N:8]1[CH2:13][CH2:12][CH2:11][CH2:10][CH2:9]1)[CH3:5], predict the reaction product. The product is: [I-:2].[CH2:17]([O:16][C:15]([NH:14][C:4]([CH3:3])([CH3:5])[CH2:6][CH2:7][N+:8]1([CH3:1])[CH2:13][CH2:12][CH2:11][CH2:10][CH2:9]1)=[O:24])[C:18]1[CH:19]=[CH:20][CH:21]=[CH:22][CH:23]=1. (7) Given the reactants Br[C:2]1[CH:3]=[C:4]2[C:10]([C:11]3[CH:16]=[CH:15][C:14]([CH2:17][N:18]4[CH2:23][CH2:22]N(C)CC4)=C[CH:12]=3)=[CH:9][N:8](S(C3C=CC(C)=CC=3)(=O)=O)[C:5]2=[N:6][CH:7]=1.CC1(C)C(C)(C)OB([C:43]2[CH:54]=[CH:53][C:46]([CH2:47][N:48]3[CH:52]=[CH:51][N:50]=[CH:49]3)=[CH:45][CH:44]=2)O1.O, predict the reaction product. The product is: [N:48]1([CH2:47][C:46]2[CH:45]=[CH:44][C:43]([C:2]3[CH:3]=[C:4]4[C:10]([C:11]5[CH:16]=[C:15]6[C:23](=[CH:22][CH:12]=5)[NH:18][CH:17]=[CH:14]6)=[CH:9][NH:8][C:5]4=[N:6][CH:7]=3)=[CH:54][CH:53]=2)[CH:52]=[CH:51][N:50]=[CH:49]1. (8) Given the reactants [Cl:1][C:2]1[C:3]([CH3:25])=[CH:4][C:5]([N+:22]([O-])=O)=[C:6]([NH:8][CH2:9][CH2:10][N:11]2[CH2:16][CH2:15][CH:14]([C:17]([O:19][CH2:20][CH3:21])=[O:18])[CH2:13][CH2:12]2)[CH:7]=1.[H][H], predict the reaction product. The product is: [NH2:22][C:5]1[CH:4]=[C:3]([CH3:25])[C:2]([Cl:1])=[CH:7][C:6]=1[NH:8][CH2:9][CH2:10][N:11]1[CH2:12][CH2:13][CH:14]([C:17]([O:19][CH2:20][CH3:21])=[O:18])[CH2:15][CH2:16]1.